This data is from Catalyst prediction with 721,799 reactions and 888 catalyst types from USPTO. The task is: Predict which catalyst facilitates the given reaction. (1) The catalyst class is: 176. Product: [NH2:7][CH2:8][CH2:9][N:10]([CH2:18][CH2:19][C:20]([NH:22][CH2:23][CH2:24][S:25][C:26]([C:39]1[CH:44]=[CH:43][CH:42]=[CH:41][CH:40]=1)([C:33]1[CH:34]=[CH:35][CH:36]=[CH:37][CH:38]=1)[C:27]1[CH:32]=[CH:31][CH:30]=[CH:29][CH:28]=1)=[O:21])[C:11]([O:13][C:14]([CH3:16])([CH3:17])[CH3:15])=[O:12]. Reactant: C([NH:7][CH2:8][CH2:9][N:10]([CH2:18][CH2:19][C:20]([NH:22][CH2:23][CH2:24][S:25][C:26]([C:39]1[CH:44]=[CH:43][CH:42]=[CH:41][CH:40]=1)([C:33]1[CH:38]=[CH:37][CH:36]=[CH:35][CH:34]=1)[C:27]1[CH:32]=[CH:31][CH:30]=[CH:29][CH:28]=1)=[O:21])[C:11]([O:13][C:14]([CH3:17])([CH3:16])[CH3:15])=[O:12])(OCC=C)=O.C([O-])=O.C([NH+](CC)CC)C. (2) Reactant: [F:1][C:2]1([F:30])[CH2:5][N:4]([CH:6]2[CH2:11][CH2:10][C:9]([C:12]3[C:20]4[C:15](=[CH:16][CH:17]=[CH:18][CH:19]=4)[N:14]([C:21]4[CH:26]=[CH:25][C:24]([N+:27]([O-])=O)=[CH:23][CH:22]=4)[CH:13]=3)=[CH:8][CH2:7]2)[CH2:3]1. Product: [F:30][C:2]1([F:1])[CH2:5][N:4]([CH:6]2[CH2:11][CH2:10][CH:9]([C:12]3[C:20]4[C:15](=[CH:16][CH:17]=[CH:18][CH:19]=4)[N:14]([C:21]4[CH:26]=[CH:25][C:24]([NH2:27])=[CH:23][CH:22]=4)[CH:13]=3)[CH2:8][CH2:7]2)[CH2:3]1. The catalyst class is: 19. (3) Reactant: [CH3:1][C:2]1[N:3]([C:7]2[CH:12]=[CH:11][C:10]([NH2:13])=[CH:9][C:8]=2[C:14]([F:17])([F:16])[F:15])[CH:4]=[CH:5][N:6]=1.C(N(CC)CC)C.[CH3:25][C:26]1[CH:34]=[CH:33][C:29]([C:30](Cl)=[O:31])=[CH:28][C:27]=1[N+:35]([O-])=O.C([O-])(O)=O.[Na+]. Product: [NH2:35][C:27]1[CH:28]=[C:29]([CH:33]=[CH:34][C:26]=1[CH3:25])[C:30]([NH:13][C:10]1[CH:11]=[CH:12][C:7]([N:3]2[CH:4]=[CH:5][N:6]=[C:2]2[CH3:1])=[C:8]([C:14]([F:17])([F:15])[F:16])[CH:9]=1)=[O:31]. The catalyst class is: 2.